Dataset: Full USPTO retrosynthesis dataset with 1.9M reactions from patents (1976-2016). Task: Predict the reactants needed to synthesize the given product. (1) Given the product [ClH:1].[Cl:1][C:2]1[CH:11]=[C:10]2[C:5]([CH:6]=[C:7]([C:12]([OH:14])=[O:13])[N:8]=[CH:9]2)=[CH:4][CH:3]=1, predict the reactants needed to synthesize it. The reactants are: [Cl:1][C:2]1[CH:11]=[C:10]2[C:5]([CH:6]=[C:7]([C:12]([O:14]C)=[O:13])[N:8]=[CH:9]2)=[CH:4][CH:3]=1. (2) Given the product [CH3:1][C@H:2]1[NH:3][CH2:4][CH2:5][C@@H:6]([CH3:10])[NH:7][C:8]1=[O:9], predict the reactants needed to synthesize it. The reactants are: [CH3:1][C@@H:2]1[C:8](=[O:9])[NH:7][C@H:6]([CH3:10])[CH2:5][CH2:4][N:3]1C(OCC1C=CC=CC=1)=O.